Dataset: Peptide-MHC class II binding affinity with 134,281 pairs from IEDB. Task: Regression. Given a peptide amino acid sequence and an MHC pseudo amino acid sequence, predict their binding affinity value. This is MHC class II binding data. The peptide sequence is RGIVKENIIDLTKIDR. The MHC is HLA-DPA10201-DPB10101 with pseudo-sequence HLA-DPA10201-DPB10101. The binding affinity (normalized) is 0.505.